Task: Predict which catalyst facilitates the given reaction.. Dataset: Catalyst prediction with 721,799 reactions and 888 catalyst types from USPTO (1) Reactant: Br[C:2]1[CH:11]=[C:10]2[C:5]([N:6]=[CH:7][CH:8]=[N:9]2)=[C:4]([C:12]([NH:14][CH2:15][C:16]([O:18][CH2:19][CH3:20])=[O:17])=[O:13])[C:3]=1[OH:21].[S:22]1[C:26]2[CH:27]=[CH:28][CH:29]=[CH:30][C:25]=2[CH:24]=[C:23]1B(O)O.C(=O)([O-])[O-].[K+].[K+]. Product: [S:22]1[C:26]2[CH:27]=[CH:28][CH:29]=[CH:30][C:25]=2[CH:24]=[C:23]1[C:2]1[CH:11]=[C:10]2[C:5]([N:6]=[CH:7][CH:8]=[N:9]2)=[C:4]([C:12]([NH:14][CH2:15][C:16]([O:18][CH2:19][CH3:20])=[O:17])=[O:13])[C:3]=1[OH:21]. The catalyst class is: 70. (2) Reactant: [F:1][C:2]1[CH:7]=[CH:6][C:5]([F:8])=[CH:4][C:3]=1[C:9]1[CH2:13][N:12]([C:14]([N:16]2[CH:20]=C[N+](C)=C2)=[O:15])[C@H:11]([C:22]2[CH:27]=[CH:26][CH:25]=[CH:24][CH:23]=2)[CH:10]=1.NC1[CH2:34][CH2:33][N:32]([C:35]([O:37][C:38]([CH3:41])([CH3:40])[CH3:39])=[O:36])[CH2:31][CH2:30]1.CCN(CC)CC. Product: [F:1][C:2]1[CH:7]=[CH:6][C:5]([F:8])=[CH:4][C:3]=1[C:9]1[CH2:13][N:12]([C:14]([NH:16][CH:20]2[CH2:34][CH2:33][N:32]([C:35]([O:37][C:38]([CH3:40])([CH3:39])[CH3:41])=[O:36])[CH2:31][CH2:30]2)=[O:15])[C@H:11]([C:22]2[CH:27]=[CH:26][CH:25]=[CH:24][CH:23]=2)[CH:10]=1. The catalyst class is: 2. (3) The catalyst class is: 1. Reactant: [Br:1][C:2]1[CH:3]([CH2:7][C:8](N(C)C)=[O:9])[CH2:4][CH2:5][CH:6]=1.C([BH-](CC)CC)C.[Li+]. Product: [Br:1][C:2]1[CH:3]([CH2:7][CH2:8][OH:9])[CH2:4][CH2:5][CH:6]=1. (4) Reactant: [CH3:1][C:2]([O:5][C:6]([N:8]([C:26]([O:28][C:29]([CH3:32])([CH3:31])[CH3:30])=[O:27])[N:9]([C:17]1[C:22]([F:23])=[C:21](Cl)[N:20]=[C:19]([Cl:25])[N:18]=1)[C:10]([O:12][C:13]([CH3:16])([CH3:15])[CH3:14])=[O:11])=[O:7])([CH3:4])[CH3:3].C(N(C(C)C)CC)(C)C.[CH:42]1([NH2:46])[CH2:45][CH2:44][CH2:43]1.CCOCC. Product: [CH3:31][C:29]([O:28][C:26]([N:8]([C:6]([O:5][C:2]([CH3:1])([CH3:4])[CH3:3])=[O:7])[N:9]([C:17]1[C:22]([F:23])=[C:21]([NH:46][CH:42]2[CH2:45][CH2:44][CH2:43]2)[N:20]=[C:19]([Cl:25])[N:18]=1)[C:10]([O:12][C:13]([CH3:14])([CH3:15])[CH3:16])=[O:11])=[O:27])([CH3:30])[CH3:32]. The catalyst class is: 3.